Dataset: Full USPTO retrosynthesis dataset with 1.9M reactions from patents (1976-2016). Task: Predict the reactants needed to synthesize the given product. (1) Given the product [O:1]=[S:2]1(=[O:19])[CH2:6][C:5]2[CH:7]=[C:8]([CH2:11][C:12]([OH:14])=[O:13])[CH:9]=[CH:10][C:4]=2[NH:3]1, predict the reactants needed to synthesize it. The reactants are: [O:1]=[S:2]1(=[O:19])[CH2:6][C:5]2[CH:7]=[C:8]([CH2:11][C:12]([O:14]C(C)(C)C)=[O:13])[CH:9]=[CH:10][C:4]=2[NH:3]1.FC(F)(F)C(O)=O. (2) The reactants are: Cl.[Br:2][C:3]1[CH:4]=[C:5]2[C:9](=[CH:10][C:11]=1[CH3:12])[CH2:8][C:7]1([CH2:17][CH2:16][CH:15]([O:18][CH3:19])[CH2:14][CH2:13]1)[C:6]2=[N:20]S(C(C)(C)C)=O. Given the product [Br:2][C:3]1[CH:4]=[C:5]2[C:9]([CH2:8][C:7]3([CH2:17][CH2:16][CH:15]([O:18][CH3:19])[CH2:14][CH2:13]3)[C:6]2=[NH:20])=[CH:10][C:11]=1[CH3:12], predict the reactants needed to synthesize it.